This data is from Reaction yield outcomes from USPTO patents with 853,638 reactions. The task is: Predict the reaction yield, written as a fraction of the theoretical maximum amount of product (1.0 means a 100% yield; for example, 0.34 means a 34% yield). The reactants are Cl[S:2]([C:5]1[C:6]2[C:7]3[C:11](=[CH:12][CH:13]=1)[NH:10][C:9](=[O:14])[C:8]=3[CH:15]=[CH:16][CH:17]=2)(=[O:4])=[O:3].[NH:18]1[C:26]2[C:21]3[C:22](=[CH:27][CH:28]=[CH:29][C:20]=3C1=O)C=C[CH:25]=2.ClS(O)(=O)=[O:33].Cl.OC1C=C([N+:47]([O-:49])=[O:48])C=CC=1CCN.C(N(CC)CC)C. The catalyst is CN(C)C=O.O. The product is [N+:47]([C:28]1[CH:27]=[CH:22][C:21]([C:26]([NH:18][S:2]([C:5]2[C:6]3[C:7]4[C:11](=[CH:12][CH:13]=2)[NH:10][C:9](=[O:14])[C:8]=4[CH:15]=[CH:16][CH:17]=3)(=[O:4])=[O:3])([OH:33])[CH3:25])=[CH:20][CH:29]=1)([O-:49])=[O:48]. The yield is 0.210.